From a dataset of Forward reaction prediction with 1.9M reactions from USPTO patents (1976-2016). Predict the product of the given reaction. (1) Given the reactants CCN(C(C)C)C(C)C.[F:10][C:11]1[CH:16]=[CH:15][C:14]([C:17]([OH:19])=O)=[CH:13][N:12]=1.Cl.[CH3:21][NH:22][O:23][CH3:24].C(P(=O)(OCC)OCC)#N, predict the reaction product. The product is: [F:10][C:11]1[CH:16]=[CH:15][C:14]([C:17]([N:22]([O:23][CH3:24])[CH3:21])=[O:19])=[CH:13][N:12]=1. (2) The product is: [CH2:7]([N:14]1[CH2:15][CH2:16][CH2:17][C:26](=[O:28])[CH2:25][CH2:24][CH2:23]1)[C:8]1[CH:9]=[CH:10][CH:11]=[CH:12][CH:13]=1. Given the reactants [K].CC(O)(C)C.[CH2:7]([N:14]([CH2:23][CH2:24][CH2:25][C:26]([O:28]CC)=O)[CH2:15][CH2:16][CH2:17]C(OCC)=O)[C:8]1[CH:13]=[CH:12][CH:11]=[CH:10][CH:9]=1.Cl, predict the reaction product.